The task is: Predict the product of the given reaction.. This data is from Forward reaction prediction with 1.9M reactions from USPTO patents (1976-2016). (1) Given the reactants [N:1]([CH2:4][C:5]1[CH:6]=[C:7]([CH:39]=[CH:40][CH:41]=1)[C:8]([NH:10][C:11]1[CH:16]=[CH:15][C:14]([N:17]2[CH2:22][CH2:21][CH2:20][CH2:19][CH2:18]2)=[CH:13][C:12]=1[C:23]([NH:25]/[N:26]=[CH:27]/[C:28]1[CH:33]=[CH:32][C:31]([Cl:34])=[C:30]([C:35]([F:38])([F:37])[F:36])[CH:29]=1)=[O:24])=[O:9])=[N+:2]=[N-:3].[C:42]([C:44]1[CH:52]=[CH:51][C:47]([C:48]([OH:50])=[O:49])=[CH:46][CH:45]=1)#[CH:43], predict the reaction product. The product is: [Cl:34][C:31]1[CH:32]=[CH:33][C:28](/[CH:27]=[N:26]/[NH:25][C:23]([C:12]2[CH:13]=[C:14]([N:17]3[CH2:18][CH2:19][CH2:20][CH2:21][CH2:22]3)[CH:15]=[CH:16][C:11]=2[NH:10][C:8]([C:7]2[CH:6]=[C:5]([CH:41]=[CH:40][CH:39]=2)[CH2:4][N:1]2[CH:43]=[C:42]([C:44]3[CH:52]=[CH:51][C:47]([C:48]([OH:50])=[O:49])=[CH:46][CH:45]=3)[N:3]=[N:2]2)=[O:9])=[O:24])=[CH:29][C:30]=1[C:35]([F:38])([F:36])[F:37]. (2) Given the reactants [Br:1][C:2]1[CH:7]=[CH:6][C:5]2[C:8]3[C:9]([NH:17]CC4C=CC(OC)=CC=4)=[N:10][CH:11]=[C:12]([C:15]#[N:16])[C:13]=3[S:14][C:4]=2[CH:3]=1.O.[O-:28]P([O-])([O-])=O.[K+].[K+].[K+], predict the reaction product. The product is: [NH2:17][C:9]1[C:8]2[C:5]3[CH:6]=[CH:7][C:2]([Br:1])=[CH:3][C:4]=3[S:14][C:13]=2[C:12]([C:15]([NH2:16])=[O:28])=[CH:11][N:10]=1. (3) Given the reactants Cl[C:2]1[CH:7]=[CH:6][C:5]([Cl:8])=[CH:4][N:3]=1.[C:9]1([SH:15])[CH:14]=[CH:13][CH:12]=[CH:11][CH:10]=1, predict the reaction product. The product is: [C:9]1([S:15][C:2]2[CH:7]=[CH:6][C:5]([Cl:8])=[CH:4][N:3]=2)[CH:14]=[CH:13][CH:12]=[CH:11][CH:10]=1. (4) Given the reactants C1(S([N:10]2[C:14]3=[N:15][CH:16]=[CH:17][C:18]([C:19]4[CH:20]=[CH:21][C:22]([O:27][CH:28]5[CH2:33][CH2:32][O:31][CH2:30][CH2:29]5)=[C:23]([CH:26]=4)[C:24]#[N:25])=[C:13]3[CH:12]=[C:11]2[C:34]2[CH:39]=[CH:38][C:37]([N:40]3[CH2:45][CH2:44][NH:43][CH2:42][CH2:41]3)=[CH:36][CH:35]=2)(=O)=O)C=CC=CC=1.N1C=CC=CC=1.[CH3:52][S:53](Cl)(=[O:55])=[O:54].C([O-])([O-])=O.[Cs+].[Cs+], predict the reaction product. The product is: [CH3:52][S:53]([N:43]1[CH2:44][CH2:45][N:40]([C:37]2[CH:38]=[CH:39][C:34]([C:11]3[NH:10][C:14]4=[N:15][CH:16]=[CH:17][C:18]([C:19]5[CH:20]=[CH:21][C:22]([O:27][CH:28]6[CH2:33][CH2:32][O:31][CH2:30][CH2:29]6)=[C:23]([CH:26]=5)[C:24]#[N:25])=[C:13]4[CH:12]=3)=[CH:35][CH:36]=2)[CH2:41][CH2:42]1)(=[O:55])=[O:54].